Predict which catalyst facilitates the given reaction. From a dataset of Catalyst prediction with 721,799 reactions and 888 catalyst types from USPTO. (1) Reactant: [CH2:1]([N:6]([CH2:21][CH2:22][CH:23]([CH3:25])[CH3:24])[C:7]([C:9]1[CH:14]=[CH:13][N:12]2[N:15]=[C:16]([C:18](O)=[O:19])[CH:17]=[C:11]2[CH:10]=1)=[O:8])[CH2:2][CH:3]([CH3:5])[CH3:4].C(Cl)CCl.C1C=CC2N(O)N=NC=2C=1.C(N(CC)CC)C.[NH:47]1[CH2:52][CH2:51][O:50][CH2:49][CH2:48]1. Product: [CH2:1]([N:6]([CH2:21][CH2:22][CH:23]([CH3:25])[CH3:24])[C:7]([C:9]1[CH:14]=[CH:13][N:12]2[N:15]=[C:16]([C:18]([N:47]3[CH2:52][CH2:51][O:50][CH2:49][CH2:48]3)=[O:19])[CH:17]=[C:11]2[CH:10]=1)=[O:8])[CH2:2][CH:3]([CH3:5])[CH3:4]. The catalyst class is: 39. (2) Reactant: [Si]([O:8][C:9]1[CH:33]=[CH:32][C:12]2[N:13]([C:16]3[CH:21]=[CH:20][C:19]([O:22][CH2:23][CH2:24][O:25][CH:26]4[CH2:31][CH2:30][CH2:29][CH2:28][O:27]4)=[CH:18][CH:17]=3)[CH:14]=[N:15][C:11]=2[CH:10]=1)(C(C)(C)C)(C)C.[F-].C([N+](CCCC)(CCCC)CCCC)CCC.O1CCCC1. Product: [O:27]1[CH2:28][CH2:29][CH2:30][CH2:31][CH:26]1[O:25][CH2:24][CH2:23][O:22][C:19]1[CH:18]=[CH:17][C:16]([N:13]2[C:12]3[CH:32]=[CH:33][C:9]([OH:8])=[CH:10][C:11]=3[N:15]=[CH:14]2)=[CH:21][CH:20]=1. The catalyst class is: 7. (3) Reactant: [Br:1][C:2]1[CH:18]=[CH:17][C:5]2[N:6]([C:10]3[CH:15]=[CH:14][C:13]([F:16])=[CH:12][CH:11]=3)[C:7](=[O:9])[NH:8][C:4]=2[CH:3]=1.[CH3:19][Si]([N-][Si](C)(C)C)(C)C.[Li+].CI.S(=O)(=O)(O)O. Product: [Br:1][C:2]1[CH:18]=[CH:17][C:5]2[N:6]([C:10]3[CH:15]=[CH:14][C:13]([F:16])=[CH:12][CH:11]=3)[C:7](=[O:9])[N:8]([CH3:19])[C:4]=2[CH:3]=1. The catalyst class is: 270. (4) Reactant: Cl[C:2]1[N:11]=[C:10]([NH:12][C@@H:13]2[CH2:17][CH2:16][O:15][CH2:14]2)[C:9]2[C:8](=[O:18])[N:7]([CH3:19])[CH:6]=[N:5][C:4]=2[CH:3]=1.[CH3:20][N:21]1[CH2:26][CH2:25][N:24]([C:27]2[CH:32]=[CH:31][C:30](B3OC(C)(C)C(C)(C)O3)=[CH:29][CH:28]=2)[CH2:23][CH2:22]1.C([O-])([O-])=O.[K+].[K+].CC(O)C. Product: [CH3:19][N:7]1[C:8](=[O:18])[C:9]2[C:10]([NH:12][C@@H:13]3[CH2:17][CH2:16][O:15][CH2:14]3)=[N:11][C:2]([C:30]3[CH:29]=[CH:28][C:27]([N:24]4[CH2:25][CH2:26][N:21]([CH3:20])[CH2:22][CH2:23]4)=[CH:32][CH:31]=3)=[CH:3][C:4]=2[N:5]=[CH:6]1. The catalyst class is: 103. (5) Reactant: C(=O)([O-])[O-].[Na+].[Na+].[NH2:7][C:8]1[CH:16]=[C:15]([O:17][CH3:18])[C:14]([O:19][CH3:20])=[CH:13][C:9]=1[C:10]([OH:12])=[O:11].[Cl:21][C:22]1[CH:27]=[CH:26][C:25]([S:28](Cl)(=[O:30])=[O:29])=[CH:24][CH:23]=1. Product: [Cl:21][C:22]1[CH:27]=[CH:26][C:25]([S:28]([NH:7][C:8]2[CH:16]=[C:15]([O:17][CH3:18])[C:14]([O:19][CH3:20])=[CH:13][C:9]=2[C:10]([OH:12])=[O:11])(=[O:30])=[O:29])=[CH:24][CH:23]=1. The catalyst class is: 6. (6) Reactant: [C:1]([O:5][CH:6]([C:11]1[N:12]=[C:13]2[CH:18]=[CH:17][CH:16]=[CH:15][N:14]2[CH:19]=1)[C:7]([O:9][CH3:10])=[O:8])([CH3:4])([CH3:3])[CH3:2].[Br:20]N1C(=O)CCC1=O. Product: [Br:20][C:19]1[N:14]2[CH:15]=[CH:16][CH:17]=[CH:18][C:13]2=[N:12][C:11]=1[CH:6]([O:5][C:1]([CH3:4])([CH3:2])[CH3:3])[C:7]([O:9][CH3:10])=[O:8]. The catalyst class is: 8. (7) Reactant: ClC(Cl)(Cl)C(Cl)(Cl)Cl.[F:9][C:10]1[CH:11]=[CH:12][C:13]([NH:16][NH:17][C:18]([N:20]([CH2:24][CH:25]=[CH2:26])[CH2:21][CH:22]=[CH2:23])=O)=[N:14][CH:15]=1.C(N(CC)CC)C.C1(P(C2C=CC=CC=2)C2C=CC=CC=2)C=CC=CC=1. Product: [CH2:21]([N:20]([CH2:24][CH:25]=[CH2:26])[C:18]1[N:14]2[CH:15]=[C:10]([F:9])[CH:11]=[CH:12][C:13]2=[N:16][N:17]=1)[CH:22]=[CH2:23]. The catalyst class is: 36. (8) Reactant: C(=O)([O-])O.[NH4+:5].C([N:16]1[CH2:23][CH2:22][CH2:21][C@H:17]1[C:18]([OH:20])=O)(OCC1C=CC=CC=1)=O.N1[CH:29]=[CH:28][CH:27]=[CH:26][CH:25]=1.[CH3:44][C:41]([O:40][C:38](O[C:38]([O:40][C:41]([CH3:44])(C)C)=[O:39])=[O:39])(C)C. Product: [CH2:41]([O:40][C:38]([NH:5][C:18](=[O:20])[C@@H:17]1[CH2:21][CH2:22][CH2:23][NH:16]1)=[O:39])[C:44]1[CH:29]=[CH:28][CH:27]=[CH:26][CH:25]=1. The catalyst class is: 10. (9) Reactant: [C:1]([O:5][C:6](=[O:50])[NH:7][CH2:8][CH2:9][C:10]1[CH:15]=[CH:14][C:13]([O:16][CH2:17]/[CH:18]=[CH:19]/[C:20]2[CH:25]=[CH:24][C:23]([O:26]CC3C=CC=CC=3)=[C:22]([C@@H:34]([C:44]3[CH:49]=[CH:48][CH:47]=[CH:46][CH:45]=3)[CH2:35][CH2:36][N:37]([CH:41]([CH3:43])[CH3:42])[CH:38]([CH3:40])[CH3:39])[CH:21]=2)=[CH:12][CH:11]=1)([CH3:4])([CH3:3])[CH3:2].[H][H]. Product: [CH:41]([N:37]([CH:38]([CH3:40])[CH3:39])[CH2:36][CH2:35][C@@H:34]([C:22]1[CH:21]=[C:20]([CH2:19][CH2:18][CH2:17][O:16][C:13]2[CH:14]=[CH:15][C:10]([CH2:9][CH2:8][NH:7][C:6](=[O:50])[O:5][C:1]([CH3:4])([CH3:3])[CH3:2])=[CH:11][CH:12]=2)[CH:25]=[CH:24][C:23]=1[OH:26])[C:44]1[CH:45]=[CH:46][CH:47]=[CH:48][CH:49]=1)([CH3:43])[CH3:42]. The catalyst class is: 29. (10) Reactant: [H-].[Al+3].[Li+].[H-].[H-].[H-].[NH:7]1[C:15]2[C:10](=[CH:11][C:12]([O:16][CH2:17][C:18]3[CH:25]=[CH:24][CH:23]=[CH:22][C:19]=3[C:20]#[N:21])=[CH:13][CH:14]=2)[CH:9]=[N:8]1.O.[OH-].[Na+]. Product: [NH:7]1[C:15]2[C:10](=[CH:11][C:12]([O:16][CH2:17][C:18]3[CH:25]=[CH:24][CH:23]=[CH:22][C:19]=3[CH2:20][NH2:21])=[CH:13][CH:14]=2)[CH:9]=[N:8]1. The catalyst class is: 7.